Task: Predict the reaction yield, written as a fraction of the theoretical maximum amount of product (1.0 means a 100% yield; for example, 0.34 means a 34% yield).. Dataset: Reaction yield outcomes from USPTO patents with 853,638 reactions (1) The reactants are C(OC([NH:11][C:12]1[CH:13]=[C:14]([S:25]([NH2:28])(=[O:27])=[O:26])[CH:15]=[CH:16][C:17]=1[C:18]([O:20]C(C)(C)C)=[O:19])=O)C1C=CC=CC=1.[CH3:29][O:30][C:31]1[CH:32]=[C:33]([NH:47][C:48](OC2C=CC=CC=2)=[O:49])[C:34](=[CH:45][CH:46]=1)[C:35](OCC1C=CC=CC=1)=[O:36]. No catalyst specified. The product is [CH3:29][O:30][C:31]1[CH:32]=[C:33]2[C:34]([C:35](=[O:36])[N:28]([S:25]([C:14]3[CH:13]=[C:12]([NH2:11])[C:17](=[CH:16][CH:15]=3)[C:18]([OH:20])=[O:19])(=[O:26])=[O:27])[C:48](=[O:49])[NH:47]2)=[CH:45][CH:46]=1. The yield is 0.0310. (2) The yield is 0.770. The reactants are [Br:1][C:2]1[CH:7]=[CH:6][N:5]=[C:4]2[N:8]([S:12]([C:15]3[CH:20]=[CH:19][CH:18]=[CH:17][CH:16]=3)(=[O:14])=[O:13])[C:9](I)=[CH:10][C:3]=12.[CH:21]([C:23]1[CH:24]=[C:25](B(O)O)[CH:26]=[CH:27][CH:28]=1)=[O:22].C(=O)(O)[O-].[Na+]. The product is [Br:1][C:2]1[CH:7]=[CH:6][N:5]=[C:4]2[N:8]([S:12]([C:15]3[CH:20]=[CH:19][CH:18]=[CH:17][CH:16]=3)(=[O:14])=[O:13])[C:9]([C:27]3[CH:26]=[CH:25][CH:24]=[C:23]([CH:21]=[O:22])[CH:28]=3)=[CH:10][C:3]=12. The catalyst is C1C=CC([P]([Pd]([P](C2C=CC=CC=2)(C2C=CC=CC=2)C2C=CC=CC=2)([P](C2C=CC=CC=2)(C2C=CC=CC=2)C2C=CC=CC=2)[P](C2C=CC=CC=2)(C2C=CC=CC=2)C2C=CC=CC=2)(C2C=CC=CC=2)C2C=CC=CC=2)=CC=1.CN(C)C=O. (3) The reactants are [C:1]1([CH:7]2[CH2:12][N:11](C(OC(C)(C)C)=O)[CH2:10][CH2:9][N:8]2[C:20]([O:22][CH2:23][C:24]2[CH:29]=[CH:28][CH:27]=[CH:26][CH:25]=2)=[O:21])[CH:6]=[CH:5][CH:4]=[CH:3][CH:2]=1.FC(F)(F)C(O)=O. The catalyst is ClCCl. The product is [C:1]1([CH:7]2[CH2:12][NH:11][CH2:10][CH2:9][N:8]2[C:20]([O:22][CH2:23][C:24]2[CH:25]=[CH:26][CH:27]=[CH:28][CH:29]=2)=[O:21])[CH:2]=[CH:3][CH:4]=[CH:5][CH:6]=1. The yield is 0.940. (4) The product is [CH2:29]([N:14]([CH2:12][CH3:13])[CH2:15][CH2:16][NH:17][C:18]([C:20]1[C:24]([CH3:25])=[C:23]([CH:26]=[C:5]2[C:4]3[C:8](=[CH:9][CH:10]=[C:2]([Br:1])[CH:3]=3)[NH:7][C:6]2=[O:11])[NH:22][C:21]=1[CH3:28])=[O:19])[CH3:30]. The reactants are [Br:1][C:2]1[CH:3]=[C:4]2[C:8](=[CH:9][CH:10]=1)[NH:7][C:6](=[O:11])[CH2:5]2.[CH2:12]([N:14]([CH2:29][CH3:30])[CH2:15][CH2:16][NH:17][C:18]([C:20]1[C:24]([CH3:25])=[C:23]([CH:26]=O)[NH:22][C:21]=1[CH3:28])=[O:19])[CH3:13]. No catalyst specified. The yield is 0.260. (5) The reactants are [C:1]([O:5][C:6]([NH:8][C@@H:9]([CH2:12][C:13]1[CH:18]=[CH:17][CH:16]=[CH:15][CH:14]=1)[CH2:10][NH2:11])=[O:7])([CH3:4])([CH3:3])[CH3:2]. The catalyst is C(O)(C)C. The product is [C:1]([O:5][C:6]([NH:8][C@@H:9]([CH2:12][C:13]1[CH:14]=[CH:15][CH:16]=[CH:17][CH:18]=1)[CH2:10][NH:11][CH2:10][C@@H:9]([NH:8][C:6]([O:5][C:1]([CH3:2])([CH3:4])[CH3:3])=[O:7])[CH2:12][C:13]1[CH:18]=[CH:17][CH:16]=[CH:15][CH:14]=1)=[O:7])([CH3:4])([CH3:2])[CH3:3]. The yield is 0.420. (6) The reactants are [Cl:1][C:2]1[CH:36]=[CH:35][C:5]([CH2:6][CH2:7][NH:8][C:9]([C:11]2[CH:33]=[CH:32][C:14]([O:15][C:16]3[CH:25]=[C:24]4[C:19]([CH:20]([C:26]([O:28]C)=[O:27])[CH2:21][CH2:22][O:23]4)=[CH:18][C:17]=3[C:30]#[N:31])=[C:13]([CH3:34])[CH:12]=2)=[O:10])=[CH:4][CH:3]=1.[Li+].[OH-].C(O)(=O)C. The catalyst is C1COCC1. The product is [Cl:1][C:2]1[CH:3]=[CH:4][C:5]([CH2:6][CH2:7][NH:8][C:9]([C:11]2[CH:33]=[CH:32][C:14]([O:15][C:16]3[CH:25]=[C:24]4[C:19]([CH:20]([C:26]([OH:28])=[O:27])[CH2:21][CH2:22][O:23]4)=[CH:18][C:17]=3[C:30]#[N:31])=[C:13]([CH3:34])[CH:12]=2)=[O:10])=[CH:35][CH:36]=1. The yield is 0.380.